Dataset: TCR-epitope binding with 47,182 pairs between 192 epitopes and 23,139 TCRs. Task: Binary Classification. Given a T-cell receptor sequence (or CDR3 region) and an epitope sequence, predict whether binding occurs between them. (1) The epitope is QECVRGTTVL. The TCR CDR3 sequence is CASTERGVLTDTQYF. Result: 0 (the TCR does not bind to the epitope). (2) The epitope is GLNKIVRMY. The TCR CDR3 sequence is CASSLRQGANAGELFF. Result: 0 (the TCR does not bind to the epitope). (3) The epitope is QARQMVQAMRTIGTHP. The TCR CDR3 sequence is CASSSPGQGSYEQYF. Result: 0 (the TCR does not bind to the epitope). (4) The epitope is FQPTNGVGY. The TCR CDR3 sequence is CASRYRAAPNQPQHF. Result: 0 (the TCR does not bind to the epitope). (5) The epitope is ALSKGVHFV. The TCR CDR3 sequence is CASSEGGNTIYF. Result: 1 (the TCR binds to the epitope).